The task is: Predict the reaction yield, written as a fraction of the theoretical maximum amount of product (1.0 means a 100% yield; for example, 0.34 means a 34% yield).. This data is from Buchwald-Hartwig C-N cross coupling reaction yields with 55,370 reactions. (1) The product is COc1ccc(Nc2ccc(C)cc2)cc1. The yield is 0.00322. No catalyst specified. The reactants are COc1ccc(Cl)cc1.Cc1ccc(N)cc1.O=S(=O)(O[Pd]1c2ccccc2-c2ccccc2N~1)C(F)(F)F.CC(C)c1cc(C(C)C)c(-c2ccccc2P(C(C)(C)C)C(C)(C)C)c(C(C)C)c1.CN(C)C(=NC(C)(C)C)N(C)C.Cc1ccno1. (2) The reactants are FC(F)(F)c1ccc(Br)cc1.Cc1ccc(N)cc1.O=S(=O)(O[Pd]1c2ccccc2-c2ccccc2N~1)C(F)(F)F.CC(C)c1cc(C(C)C)c(-c2ccccc2P(C2CCCCC2)C2CCCCC2)c(C(C)C)c1.CCN=P(N=P(N(C)C)(N(C)C)N(C)C)(N(C)C)N(C)C.c1ccc(-c2ccon2)cc1. No catalyst specified. The product is Cc1ccc(Nc2ccc(C(F)(F)F)cc2)cc1. The yield is 0.0239. (3) The reactants are CCc1ccc(I)cc1.Cc1ccc(N)cc1.O=S(=O)(O[Pd]1c2ccccc2-c2ccccc2N~1)C(F)(F)F.COc1ccc(OC)c(P([C@]23C[C@H]4C[C@H](C[C@H](C4)C2)C3)[C@]23C[C@H]4C[C@H](C[C@H](C4)C2)C3)c1-c1c(C(C)C)cc(C(C)C)cc1C(C)C.CCN=P(N=P(N(C)C)(N(C)C)N(C)C)(N(C)C)N(C)C.CCOC(=O)c1cnoc1C. No catalyst specified. The product is CCc1ccc(Nc2ccc(C)cc2)cc1. The yield is 0.233. (4) The reactants are CCc1ccc(Cl)cc1.Cc1ccc(N)cc1.O=S(=O)(O[Pd]1c2ccccc2-c2ccccc2N~1)C(F)(F)F.COc1ccc(OC)c(P([C@]23C[C@H]4C[C@H](C[C@H](C4)C2)C3)[C@]23C[C@H]4C[C@H](C[C@H](C4)C2)C3)c1-c1c(C(C)C)cc(C(C)C)cc1C(C)C.CN1CCCN2CCCN=C12.c1ccc(CN(Cc2ccccc2)c2ccon2)cc1. No catalyst specified. The product is CCc1ccc(Nc2ccc(C)cc2)cc1. The yield is 0.0258. (5) The reactants are CCc1ccc(Cl)cc1.Cc1ccc(N)cc1.O=S(=O)(O[Pd]1c2ccccc2-c2ccccc2N~1)C(F)(F)F.CC(C)c1cc(C(C)C)c(-c2ccccc2P(C2CCCCC2)C2CCCCC2)c(C(C)C)c1.CN1CCCN2CCCN=C12.CCOC(=O)c1cnoc1. No catalyst specified. The product is CCc1ccc(Nc2ccc(C)cc2)cc1. The yield is 0.0353. (6) The reactants are FC(F)(F)c1ccc(Br)cc1.Cc1ccc(N)cc1.O=S(=O)(O[Pd]1c2ccccc2-c2ccccc2N~1)C(F)(F)F.CC(C)c1cc(C(C)C)c(-c2ccccc2P(C(C)(C)C)C(C)(C)C)c(C(C)C)c1.CN1CCCN2CCCN=C12.Cc1ccno1. No catalyst specified. The product is Cc1ccc(Nc2ccc(C(F)(F)F)cc2)cc1. The yield is 0.359.